Dataset: Catalyst prediction with 721,799 reactions and 888 catalyst types from USPTO. Task: Predict which catalyst facilitates the given reaction. Reactant: [Br:1][C:2]1[CH:3]=[C:4]2[C:9](=[CH:10][CH:11]=1)[NH:8][C:7](=[O:12])[CH:6]=[C:5]2[CH2:13][CH2:14][CH2:15][OH:16].N1C=CN=C1.[Si:22](Cl)([C:35]([CH3:38])([CH3:37])[CH3:36])([C:29]1[CH:34]=[CH:33][CH:32]=[CH:31][CH:30]=1)[C:23]1[CH:28]=[CH:27][CH:26]=[CH:25][CH:24]=1.O. Product: [Br:1][C:2]1[CH:3]=[C:4]2[C:9](=[CH:10][CH:11]=1)[NH:8][C:7](=[O:12])[CH:6]=[C:5]2[CH2:13][CH2:14][CH2:15][O:16][Si:22]([C:35]([CH3:38])([CH3:37])[CH3:36])([C:29]1[CH:30]=[CH:31][CH:32]=[CH:33][CH:34]=1)[C:23]1[CH:28]=[CH:27][CH:26]=[CH:25][CH:24]=1. The catalyst class is: 9.